This data is from Full USPTO retrosynthesis dataset with 1.9M reactions from patents (1976-2016). The task is: Predict the reactants needed to synthesize the given product. (1) Given the product [CH2:20]([O:19][C:17]([C:12]12[CH2:11][CH2:10][C:9]([NH:8][CH2:37][C:36]([N:34]3[CH2:35][C@@H:31]([F:30])[CH2:32][C@H:33]3[C:49]#[N:50])=[O:48])([CH2:16][CH2:15]1)[CH2:14][CH2:13]2)=[O:18])[CH3:21], predict the reactants needed to synthesize it. The reactants are: FC(F)(F)C(O)=O.[NH2:8][C:9]12[CH2:16][CH2:15][C:12]([C:17]([O:19][CH2:20][CH3:21])=[O:18])([CH2:13][CH2:14]1)[CH2:11][CH2:10]2.C(=O)([O-])[O-].[K+].[K+].[I-].[K+].[F:30][C@@H:31]1[CH2:35][N:34]([C:36](=[O:48])[CH2:37]OS(C2C=CC=CC=2)(=O)=O)[C@H:33]([C:49]#[N:50])[CH2:32]1. (2) Given the product [CH:1]([N:4]1[C:8]2=[N:9][C:10]([C:19]3[CH:20]=[C:21]([O:27][CH2:35][CH:36]4[CH2:38][O:37]4)[CH:22]=[C:23]([O:25][CH3:26])[CH:24]=3)=[N:11][C:12]([N:13]3[CH2:18][CH2:17][O:16][CH2:15][CH2:14]3)=[C:7]2[CH:6]=[N:5]1)([CH3:3])[CH3:2], predict the reactants needed to synthesize it. The reactants are: [CH:1]([N:4]1[C:8]2=[N:9][C:10]([C:19]3[CH:20]=[C:21]([OH:27])[CH:22]=[C:23]([O:25][CH3:26])[CH:24]=3)=[N:11][C:12]([N:13]3[CH2:18][CH2:17][O:16][CH2:15][CH2:14]3)=[C:7]2[CH:6]=[N:5]1)([CH3:3])[CH3:2].C([O-])([O-])=O.[K+].[K+].Cl[CH2:35][CH:36]1[CH2:38][O:37]1.